Predict the reaction yield, written as a fraction of the theoretical maximum amount of product (1.0 means a 100% yield; for example, 0.34 means a 34% yield). From a dataset of Reaction yield outcomes from USPTO patents with 853,638 reactions. (1) The reactants are [CH2:1]([O:8][NH:9][S:10]([C:13]1[CH:18]=[CH:17][CH:16]=[CH:15][C:14]=1[N+:19]([O-:21])=[O:20])(=[O:12])=[O:11])[C:2]1[CH:7]=[CH:6][CH:5]=[CH:4][CH:3]=1.O[C@@H:23]1[CH2:28][N:27]([C:29]([O:31][C:32]([CH3:35])([CH3:34])[CH3:33])=[O:30])[C@H:26]([C:36]([O:38][CH2:39][CH3:40])=[O:37])[CH2:25][CH2:24]1.C1C=CC(P(C2C=CC=CC=2)C2C=CC=CC=2)=CC=1.CCOC(/N=N/C(OCC)=O)=O. The catalyst is C1COCC1. The product is [CH2:1]([O:8][N:9]([C@H:23]1[CH2:28][N:27]([C:29]([O:31][C:32]([CH3:33])([CH3:34])[CH3:35])=[O:30])[C@H:26]([C:36]([O:38][CH2:39][CH3:40])=[O:37])[CH2:25][CH2:24]1)[S:10]([C:13]1[CH:18]=[CH:17][CH:16]=[CH:15][C:14]=1[N+:19]([O-:21])=[O:20])(=[O:12])=[O:11])[C:2]1[CH:7]=[CH:6][CH:5]=[CH:4][CH:3]=1. The yield is 0.800. (2) The reactants are [CH3:1][O:2][C:3](=[O:19])[CH2:4][CH2:5][CH2:6][CH2:7][CH2:8][O:9][C:10]1[CH:15]=[CH:14][C:13]([N:16]=[C:17]=[O:18])=[CH:12][CH:11]=1.[CH2:20]([OH:23])[CH2:21][OH:22]. The catalyst is O. The product is [CH3:1][O:2][C:3](=[O:19])[CH2:4][CH2:5][CH2:6][CH2:7][CH2:8][O:9][C:10]1[CH:15]=[CH:14][C:13]([NH:16][C:17]([O:22][CH2:21][CH2:20][OH:23])=[O:18])=[CH:12][CH:11]=1. The yield is 0.840. (3) The reactants are Br[C:2]1[CH:3]=[C:4]([CH3:8])[CH:5]=[CH:6][CH:7]=1.[OH:9][CH2:10][C:11]1[CH:16]=[CH:15][C:14](B(O)O)=[CH:13][CH:12]=1.C(=O)([O-])[O-].[Na+].[Na+]. The product is [CH3:8][C:4]1[CH:3]=[C:2]([C:14]2[CH:15]=[CH:16][C:11]([CH2:10][OH:9])=[CH:12][CH:13]=2)[CH:7]=[CH:6][CH:5]=1. The yield is 0.880. The catalyst is C1C=CC([P]([Pd]([P](C2C=CC=CC=2)(C2C=CC=CC=2)C2C=CC=CC=2)([P](C2C=CC=CC=2)(C2C=CC=CC=2)C2C=CC=CC=2)[P](C2C=CC=CC=2)(C2C=CC=CC=2)C2C=CC=CC=2)(C2C=CC=CC=2)C2C=CC=CC=2)=CC=1. (4) The yield is 0.810. The product is [O:35]1[C:34]2[CH:19]=[CH:16][CH:15]=[CH:14][C:13]=2[CH:18]=[C:17]1[CH:27]1[CH2:26][CH2:25][CH2:24][O:23][CH:22]1[N:12]1[C:13]2[C:18](=[CH:17][C:16]([C:19]([NH:31][CH:28]([CH3:30])[CH3:29])=[O:21])=[CH:15][CH:14]=2)[CH:10]=[N:11]1. The reactants are O1C2C=CC=CC=2C=C1[C:10]1[C:18]2[C:13](=[CH:14][CH:15]=[C:16]([C:19]([OH:21])=O)[CH:17]=2)[N:12]([CH:22]2[CH2:27][CH2:26][CH2:25][CH2:24][O:23]2)[N:11]=1.[CH:28]([NH2:31])([CH3:30])[CH3:29].CN(C)[CH:34]=[O:35]. No catalyst specified. (5) The reactants are [BH4-].[Na+].[Cl:3][C:4]1[CH:5]=[C:6]([C:10](=[O:32])[CH:11]([CH2:17][C:18]2[CH:23]=[CH:22][C:21]([CH2:24][C:25]([F:31])([F:30])[C:26]([F:29])([F:28])[F:27])=[CH:20][CH:19]=2)[C:12]([O:14][CH2:15][CH3:16])=[O:13])[CH:7]=[CH:8][CH:9]=1. The catalyst is CCOCC.[Cl-].[Zn+2].[Cl-]. The product is [Cl:3][C:4]1[CH:5]=[C:6]([CH:10]([OH:32])[CH:11]([CH2:17][C:18]2[CH:23]=[CH:22][C:21]([CH2:24][C:25]([F:30])([F:31])[C:26]([F:28])([F:29])[F:27])=[CH:20][CH:19]=2)[C:12]([O:14][CH2:15][CH3:16])=[O:13])[CH:7]=[CH:8][CH:9]=1. The yield is 0.890. (6) The reactants are [F:1][C:2]1[C:7](F)=[CH:6][CH:5]=[C:4]([N+:9]([O-:11])=[O:10])[C:3]=1[CH2:12][C:13](=[O:15])[CH3:14].[C:16](=O)([O-])[O-:17].[K+].[K+]. The catalyst is CO. The product is [F:1][C:2]1[C:7]([O:17][CH3:16])=[CH:6][CH:5]=[C:4]([N+:9]([O-:11])=[O:10])[C:3]=1[CH2:12][C:13](=[O:15])[CH3:14]. The yield is 0.710. (7) The reactants are Br[C:2]1[CH:3]=[C:4]([C:15]([F:18])([F:17])[F:16])[C:5]2[N:6]([CH:8]=[C:9]([C:11]([O:13][CH3:14])=[O:12])[N:10]=2)[CH:7]=1.[CH:19]1(B(O)O)[CH2:21][CH2:20]1.P([O-])([O-])([O-])=O.[K+].[K+].[K+]. The catalyst is O1CCOCC1.C1C=CC(P(C2C=CC=CC=2)[C-]2C=CC=C2)=CC=1.C1C=CC(P(C2C=CC=CC=2)[C-]2C=CC=C2)=CC=1.Cl[Pd]Cl.[Fe+2].C(Cl)Cl. The product is [CH:19]1([C:2]2[CH:3]=[C:4]([C:15]([F:18])([F:17])[F:16])[C:5]3[N:6]([CH:8]=[C:9]([C:11]([O:13][CH3:14])=[O:12])[N:10]=3)[CH:7]=2)[CH2:21][CH2:20]1. The yield is 0.790. (8) The reactants are [CH3:1][O:2][C:3]1[N:4]=[C:5]2[C:10](=[CH:11][CH:12]=1)[N:9]=[CH:8][CH:7]=[C:6]2[N:13]1[CH:21]=[C:20]2[C:15]([CH2:16][CH2:17][CH:18]([NH2:22])[CH2:19]2)=[N:14]1.[CH:23](=O)/[CH:24]=[CH:25]/[C:26]1[CH:31]=[CH:30][CH:29]=[CH:28][CH:27]=1.[BH4-].[Na+].[OH-].[Na+]. The catalyst is CC(O[Ti](OC(C)C)(OC(C)C)OC(C)C)C.CO. The product is [CH3:1][O:2][C:3]1[N:4]=[C:5]2[C:10](=[CH:11][CH:12]=1)[N:9]=[CH:8][CH:7]=[C:6]2[N:13]1[CH:21]=[C:20]2[C:15]([CH2:16][CH2:17][CH:18]([NH:22][CH2:23][CH:24]=[CH:25][C:26]3[CH:31]=[CH:30][CH:29]=[CH:28][CH:27]=3)[CH2:19]2)=[N:14]1. The yield is 0.500. (9) The reactants are C(O[BH-](OC(=O)C)OC(=O)C)(=O)C.[Na+].[CH:15]([CH2:17][C:18]1([CH2:24][CH2:25][N:26]2[CH2:31][CH2:30][O:29][CH2:28][CH2:27]2)[CH2:23][CH2:22][CH2:21][CH2:20][CH2:19]1)=O.[C:32]1([CH3:45])[CH:37]=[CH:36][C:35]([NH:38][CH:39]2[CH2:44][CH2:43][NH:42][CH2:41][CH2:40]2)=[CH:34][CH:33]=1.C(O)(=O)C.C(=O)([O-])O.[Na+]. The catalyst is ClCCCl.C(Cl)(Cl)Cl. The product is [C:32]1([CH3:45])[CH:33]=[CH:34][C:35]([NH:38][CH:39]2[CH2:44][CH2:43][N:42]([CH2:15][CH2:17][C:18]3([CH2:24][CH2:25][N:26]4[CH2:31][CH2:30][O:29][CH2:28][CH2:27]4)[CH2:23][CH2:22][CH2:21][CH2:20][CH2:19]3)[CH2:41][CH2:40]2)=[CH:36][CH:37]=1. The yield is 0.480.